This data is from Forward reaction prediction with 1.9M reactions from USPTO patents (1976-2016). The task is: Predict the product of the given reaction. Given the reactants C(N(C(C)C)CC)(C)C.[C:10]1([C:24]2[CH:29]=[CH:28][CH:27]=[CH:26][CH:25]=2)[CH:15]=[CH:14][C:13]([CH2:16][CH2:17][CH:18]([OH:23])[CH2:19][C:20]([OH:22])=O)=[CH:12][CH:11]=1.F[P-](F)(F)(F)(F)F.N1(OC(N(C)C)=[N+](C)C)C2N=CC=CC=2N=N1.[S:54]1[CH2:58][CH2:57][NH:56][CH2:55]1, predict the reaction product. The product is: [C:10]1([C:24]2[CH:29]=[CH:28][CH:27]=[CH:26][CH:25]=2)[CH:11]=[CH:12][C:13]([CH2:16][CH2:17][CH:18]([OH:23])[CH2:19][C:20]([N:56]2[CH2:57][CH2:58][S:54][CH2:55]2)=[O:22])=[CH:14][CH:15]=1.